From a dataset of Full USPTO retrosynthesis dataset with 1.9M reactions from patents (1976-2016). Predict the reactants needed to synthesize the given product. (1) The reactants are: [N+:1]([C:4]1[CH:9]=[CH:8][C:7]([N:10]2[CH2:15][CH:14]3[CH2:16][CH:11]2[CH:12]([OH:17])[CH2:13]3)=[CH:6][CH:5]=1)([O-:3])=[O:2].CCN(CC)CC.S(=O)(=O)=O.N1C=CC=CC=1.CS(C)=O. Given the product [N+:1]([C:4]1[CH:9]=[CH:8][C:7]([N:10]2[CH2:15][CH:14]3[CH2:16][CH:11]2[C:12](=[O:17])[CH2:13]3)=[CH:6][CH:5]=1)([O-:3])=[O:2], predict the reactants needed to synthesize it. (2) Given the product [CH2:7]([Si:11]([CH2:14][CH2:15][CH2:16][CH3:17])([Cl:12])[CH:1]1[CH:5]=[CH:4][CH:3]=[CH:2]1)[CH2:8][CH2:9][CH3:10], predict the reactants needed to synthesize it. The reactants are: [CH-:1]1[CH:5]=[CH:4][CH:3]=[CH:2]1.[Na+].[CH2:7]([Si:11]([CH2:14][CH2:15][CH2:16][CH3:17])(Cl)[Cl:12])[CH2:8][CH2:9][CH3:10]. (3) The reactants are: C([O:3][C:4]([CH:6]1[CH2:10][CH:9]([S:11]([C:14]2[CH:19]=[CH:18][CH:17]=[CH:16][C:15]=2[C:20]([F:23])([F:22])[F:21])(=[O:13])=[O:12])[CH2:8][N:7]1[C:24]1[CH:29]=[CH:28][C:27]([F:30])=[C:26]([Cl:31])[CH:25]=1)=[O:5])C.[OH-].[Li+]. Given the product [Cl:31][C:26]1[CH:25]=[C:24]([N:7]2[CH2:8][CH:9]([S:11]([C:14]3[CH:19]=[CH:18][CH:17]=[CH:16][C:15]=3[C:20]([F:22])([F:21])[F:23])(=[O:12])=[O:13])[CH2:10][CH:6]2[C:4]([OH:5])=[O:3])[CH:29]=[CH:28][C:27]=1[F:30], predict the reactants needed to synthesize it.